Dataset: Forward reaction prediction with 1.9M reactions from USPTO patents (1976-2016). Task: Predict the product of the given reaction. Given the reactants [CH3:1][NH:2][C:3]([C:5]1[CH:6]=[CH:7][C:8]([O:11][C:12]2[CH:29]=[CH:28][C:15]3[CH2:16][CH2:17][N:18](C(OC(C)(C)C)=O)[CH2:19][CH2:20][C:14]=3[CH:13]=2)=[N:9][CH:10]=1)=[O:4].Cl, predict the reaction product. The product is: [CH3:1][NH:2][C:3]([C:5]1[CH:10]=[N:9][C:8]([O:11][C:12]2[CH:29]=[CH:28][C:15]3[CH2:16][CH2:17][NH:18][CH2:19][CH2:20][C:14]=3[CH:13]=2)=[CH:7][CH:6]=1)=[O:4].